The task is: Predict which catalyst facilitates the given reaction.. This data is from Catalyst prediction with 721,799 reactions and 888 catalyst types from USPTO. Reactant: [Br:1][C:2]1[C:7]([CH3:8])=[CH:6][C:5]([OH:9])=[CH:4][C:3]=1[CH3:10].O[CH2:12][CH2:13][C@H:14]1[CH2:18][O:17][C:16]([CH3:20])([CH3:19])[O:15]1.CC(OC(/N=N/C(OC(C)C)=O)=O)C. Product: [Br:1][C:2]1[C:7]([CH3:8])=[CH:6][C:5]([O:9][CH2:12][CH2:13][C@H:14]2[CH2:18][O:17][C:16]([CH3:20])([CH3:19])[O:15]2)=[CH:4][C:3]=1[CH3:10]. The catalyst class is: 1.